Dataset: Forward reaction prediction with 1.9M reactions from USPTO patents (1976-2016). Task: Predict the product of the given reaction. Given the reactants [NH2:1][N:2]1[CH:6]=[CH:5][C:4]([C:7]2[CH:12]=[CH:11][CH:10]=[CH:9][CH:8]=2)=[C:3]1[C:13]([O:15][CH3:16])=[O:14].[CH2:17]([O:19][C:20](Cl)=[O:21])[CH3:18].O, predict the reaction product. The product is: [CH2:17]([O:19][C:20]([NH:1][N:2]1[CH:6]=[CH:5][C:4]([C:7]2[CH:12]=[CH:11][CH:10]=[CH:9][CH:8]=2)=[C:3]1[C:13]([O:15][CH3:16])=[O:14])=[O:21])[CH3:18].